From a dataset of Catalyst prediction with 721,799 reactions and 888 catalyst types from USPTO. Predict which catalyst facilitates the given reaction. (1) Reactant: [Cl:1][C:2]1[CH:7]=[CH:6][C:5]([C:8]2[CH:13]=[CH:12][C:11]([CH:14]([CH:16]3[CH2:21][CH2:20][CH2:19][CH2:18][CH2:17]3)O)=[CH:10][CH:9]=2)=[CH:4][CH:3]=1.CN(C)CCCN(C)C.CS(Cl)(=O)=O.[NH2:36][C:37]1[CH:46]=[CH:45][C:40]([C:41]([O:43][CH3:44])=[O:42])=[CH:39][CH:38]=1.C(N(CC)C(C)C)(C)C. Product: [Cl:1][C:2]1[CH:7]=[CH:6][C:5]([C:8]2[CH:13]=[CH:12][C:11]([CH:14]([NH:36][C:37]3[CH:38]=[CH:39][C:40]([C:41]([O:43][CH3:44])=[O:42])=[CH:45][CH:46]=3)[CH:16]3[CH2:21][CH2:20][CH2:19][CH2:18][CH2:17]3)=[CH:10][CH:9]=2)=[CH:4][CH:3]=1. The catalyst class is: 226. (2) Reactant: [C:1]([O:5][C:6](=[O:17])[N:7]([C:9]1[CH:10]=[N:11][C:12](Cl)=[CH:13][C:14]=1[I:15])[CH3:8])([CH3:4])([CH3:3])[CH3:2].[OH:18][CH2:19][C@@H:20]1[CH2:24][C@@H:23]([OH:25])[CH2:22][NH:21]1. Product: [C:1]([O:5][C:6](=[O:17])[N:7]([C:9]1[CH:10]=[N:11][C:12]([N:21]2[CH2:22][C@H:23]([OH:25])[CH2:24][C@H:20]2[CH2:19][OH:18])=[CH:13][C:14]=1[I:15])[CH3:8])([CH3:4])([CH3:3])[CH3:2]. The catalyst class is: 16. (3) Reactant: [OH:1][C:2]1[CH:3]=[C:4]([CH2:9][C@H:10]([NH:27]C(OC(C)(C)C)=O)[C:11]([O:13][C@H:14]([CH3:26])[C@H:15]([O:17][C:18]([C:20]2[CH:25]=[CH:24][CH:23]=[CH:22][CH:21]=2)=[O:19])[CH3:16])=[O:12])[CH:5]=[CH:6][C:7]=1[OH:8].[ClH:35]. Product: [ClH:35].[NH2:27][C@@H:10]([CH2:9][C:4]1[CH:5]=[CH:6][C:7]([OH:8])=[C:2]([OH:1])[CH:3]=1)[C:11]([O:13][C@H:14]([CH3:26])[C@H:15]([O:17][C:18]([C:20]1[CH:25]=[CH:24][CH:23]=[CH:22][CH:21]=1)=[O:19])[CH3:16])=[O:12]. The catalyst class is: 12. (4) Reactant: C(OC(=O)[NH:7][C:8]1[CH:40]=[CH:39][C:11]2[NH:12][C:13]([C:18]3[C:19](=[O:38])[C:20]([CH2:29][C:30]4[CH:35]=[CH:34][C:33]([F:36])=[C:32]([Cl:37])[CH:31]=4)([CH3:28])[N:21]4[C:25]([C:26]=3[OH:27])=[CH:24][CH:23]=[CH:22]4)=[N:14][S:15](=[O:17])(=[O:16])[C:10]=2[CH:9]=1)(C)(C)C.Cl.C(C(C(C([O-])=O)O)O)([O-])=O.[K+].[Na+]. Product: [NH2:7][C:8]1[CH:40]=[CH:39][C:11]2[NH:12][C:13]([C:18]3[C:19](=[O:38])[C:20]([CH2:29][C:30]4[CH:35]=[CH:34][C:33]([F:36])=[C:32]([Cl:37])[CH:31]=4)([CH3:28])[N:21]4[C:25]([C:26]=3[OH:27])=[CH:24][CH:23]=[CH:22]4)=[N:14][S:15](=[O:16])(=[O:17])[C:10]=2[CH:9]=1. The catalyst class is: 269. (5) Reactant: C([O:8][CH2:9][C:10]1[N:11]([CH2:27][C:28]2[CH:33]=[CH:32][N:31]=[CH:30][CH:29]=2)[C:12]([S:18][C:19]2[CH:24]=[C:23]([Cl:25])[CH:22]=[C:21]([Cl:26])[CH:20]=2)=[C:13]([CH:15]([CH3:17])[CH3:16])[N:14]=1)C1C=CC=CC=1.Cl.O.C(OC(C)C)(C)C. Product: [OH:8][CH2:9][C:10]1[N:11]([CH2:27][C:28]2[CH:29]=[CH:30][N:31]=[CH:32][CH:33]=2)[C:12]([S:18][C:19]2[CH:20]=[C:21]([Cl:26])[CH:22]=[C:23]([Cl:25])[CH:24]=2)=[C:13]([CH:15]([CH3:17])[CH3:16])[N:14]=1. The catalyst class is: 11.